From a dataset of Reaction yield outcomes from USPTO patents with 853,638 reactions. Predict the reaction yield, written as a fraction of the theoretical maximum amount of product (1.0 means a 100% yield; for example, 0.34 means a 34% yield). (1) The reactants are [Cl:1][C:2]1[CH:7]=[CH:6][C:5]([C:8]2[N:12]([CH:13]([CH:25]3[CH2:30][CH2:29][CH2:28][CH2:27][CH2:26]3)[C:14]([NH:16][C:17]3[CH:22]=[CH:21][C:20]([C:23]#[N:24])=[CH:19][CH:18]=3)=[O:15])[C:11]3[CH:31]=[C:32]([F:36])[C:33]([F:35])=[CH:34][C:10]=3[N:9]=2)=[CH:4][CH:3]=1.Cl.C([NH+](CC)CC)C.[N-:45]=[N+:46]=[N-:47].[Na+].Cl. The catalyst is C1(C)C(C)=CC=CC=1. The product is [Cl:1][C:2]1[CH:7]=[CH:6][C:5]([C:8]2[N:12]([CH:13]([CH:25]3[CH2:30][CH2:29][CH2:28][CH2:27][CH2:26]3)[C:14]([NH:16][C:17]3[CH:18]=[CH:19][C:20]([C:23]4[NH:47][N:46]=[N:45][N:24]=4)=[CH:21][CH:22]=3)=[O:15])[C:11]3[CH:31]=[C:32]([F:36])[C:33]([F:35])=[CH:34][C:10]=3[N:9]=2)=[CH:4][CH:3]=1. The yield is 0.680. (2) The catalyst is CC(N(C)C)=O.CCOC(C)=O. The yield is 0.620. The product is [F:20][C:21]1[CH:22]=[CH:23][C:24]([I:30])=[C:25]([CH:29]=1)[C:26]([N:4]1[CH2:5][CH2:6][CH2:7][C@@H:2]([CH3:1])[C@H:3]1[CH2:8][N:9]1[C:17](=[O:18])[C:16]2[C:11](=[CH:12][CH:13]=[CH:14][CH:15]=2)[C:10]1=[O:19])=[O:27]. The reactants are [CH3:1][C@@H:2]1[CH2:7][CH2:6][CH2:5][NH:4][C@@H:3]1[CH2:8][N:9]1[C:17](=[O:18])[C:16]2[C:11](=[CH:12][CH:13]=[CH:14][CH:15]=2)[C:10]1=[O:19].[F:20][C:21]1[CH:22]=[CH:23][C:24]([I:30])=[C:25]([CH:29]=1)[C:26](O)=[O:27].CCN(C(C)C)C(C)C.CN(C(ON1N=NC2C=CC=NC1=2)=[N+](C)C)C.F[P-](F)(F)(F)(F)F. (3) The reactants are [F:1][C:2]1[CH:7]=[CH:6][C:5]([CH:8](O)[CH:9]([CH2:13][C:14]2[CH:19]=[C:18]([CH3:20])[CH:17]=[C:16]([O:21][C:22]([F:27])([F:26])[CH:23]([F:25])[F:24])[CH:15]=2)C(O)=O)=[CH:4][CH:3]=1.C1(P(N=[N+]=[N-])(C2C=CC=CC=2)=[O:36])C=CC=CC=1.C([N:48]([CH2:51]C)CC)C.[OH2:53]. The catalyst is O1CCCC1. The product is [F:1][C:2]1[CH:7]=[CH:6][C:5]([CH:8]2[O:53][C:51](=[O:36])[NH:48][CH:9]2[CH2:13][C:14]2[CH:19]=[C:18]([CH3:20])[CH:17]=[C:16]([O:21][C:22]([F:27])([F:26])[CH:23]([F:24])[F:25])[CH:15]=2)=[CH:4][CH:3]=1. The yield is 0.710. (4) The reactants are [C:1]([O:5][C:6](=[O:32])[NH:7][CH:8]1[CH2:13][CH2:12][N:11]([C:14]2[N:15]([CH3:31])[C:16](=[O:30])[C:17](Cl)=[C:18]([C:20]3[CH:25]=[CH:24][C:23]([C:26]#[N:27])=[C:22]([F:28])[CH:21]=3)[N:19]=2)[CH2:10][CH2:9]1)([CH3:4])([CH3:3])[CH3:2].[CH3:33][N:34](C=O)C. The catalyst is [C-]#N.[C-]#N.[Zn+2].C1C=CC([P]([Pd]([P](C2C=CC=CC=2)(C2C=CC=CC=2)C2C=CC=CC=2)([P](C2C=CC=CC=2)(C2C=CC=CC=2)C2C=CC=CC=2)[P](C2C=CC=CC=2)(C2C=CC=CC=2)C2C=CC=CC=2)(C2C=CC=CC=2)C2C=CC=CC=2)=CC=1. The product is [C:1]([O:5][C:6](=[O:32])[NH:7][CH:8]1[CH2:13][CH2:12][N:11]([C:14]2[N:15]([CH3:31])[C:16](=[O:30])[C:17]([C:33]#[N:34])=[C:18]([C:20]3[CH:25]=[CH:24][C:23]([C:26]#[N:27])=[C:22]([F:28])[CH:21]=3)[N:19]=2)[CH2:10][CH2:9]1)([CH3:4])([CH3:3])[CH3:2]. The yield is 0.330. (5) The reactants are [C:1](#[N:3])[CH3:2].[Li]CCCC.[F:9][C:10]([F:19])([F:18])[C:11]([CH3:17])([CH3:16])[C:12](OC)=[O:13]. The catalyst is C1COCC1. The product is [F:9][C:10]([F:19])([F:18])[C:11]([CH3:17])([CH3:16])[C:12](=[O:13])[CH2:2][C:1]#[N:3]. The yield is 0.317. (6) The reactants are [CH2:1]([O:3][C:4](=[O:22])[C:5]([C:8]1(O)[CH2:13][CH2:12][N:11]([CH2:14][C:15]2[CH:20]=[CH:19][CH:18]=[CH:17][CH:16]=2)[CH2:10][CH2:9]1)([CH3:7])[CH3:6])[CH3:2].S(Cl)(Cl)=O.CN(C)C=O. The catalyst is C(Cl)(Cl)Cl. The product is [CH2:1]([O:3][C:4](=[O:22])[C:5]([C:8]1[CH2:13][CH2:12][N:11]([CH2:14][C:15]2[CH:20]=[CH:19][CH:18]=[CH:17][CH:16]=2)[CH2:10][CH:9]=1)([CH3:7])[CH3:6])[CH3:2]. The yield is 0.750. (7) The reactants are [ClH:1].[CH3:2][C:3]1[CH:4]=[CH:5][C:6]2[CH2:7][N:8](CC3C=CC=CC=3)[C@@H:9]3[C@@H:14]([C:15]=2[CH:16]=1)[C:13]1[CH:17]=[C:18]([O:23][CH3:24])[C:19]([O:21][CH3:22])=[CH:20][C:12]=1[CH2:11][CH2:10]3. The catalyst is CO.[Pd]. The product is [ClH:1].[CH3:2][C:3]1[CH:4]=[CH:5][C:6]2[CH2:7][NH:8][C@@H:9]3[C@@H:14]([C:15]=2[CH:16]=1)[C:13]1[CH:17]=[C:18]([O:23][CH3:24])[C:19]([O:21][CH3:22])=[CH:20][C:12]=1[CH2:11][CH2:10]3. The yield is 0.880. (8) The reactants are Cl[C:2]1[CH:10]=[CH:9][C:5]([C:6]([OH:8])=[O:7])=[CH:4][C:3]=1[N+:11]([O-])=O.C(O[C:17](=[S:19])[S-:18])C.[K+]. No catalyst specified. The product is [SH:19][C:17]1[S:18][C:2]2[CH:10]=[CH:9][C:5]([C:6]([OH:8])=[O:7])=[CH:4][C:3]=2[N:11]=1. The yield is 0.660. (9) The catalyst is COC(C)(C)C.C(#N)C. The yield is 0.970. The product is [CH2:1]([O:3][C:4]([C:6]1[CH2:7][C@@H:8]([NH:30][CH2:27][CH:28]=[CH2:29])[C@H:10]([OH:9])[C@H:11]([O:13][CH:14]([CH2:17][CH3:18])[CH2:15][CH3:16])[CH:12]=1)=[O:5])[CH3:2]. The reactants are [CH2:1]([O:3][C:4]([C:6]1[CH2:7][C@H:8]2[C@@H:10]([C@H:11]([O:13][CH:14]([CH2:17][CH3:18])[CH2:15][CH3:16])[CH:12]=1)[O:9]2)=[O:5])[CH3:2].CCOCC.[Mg+2].[Br-].[Br-].[CH2:27]([NH2:30])[CH:28]=[CH2:29].S([O-])([O-])(=O)=O.[NH4+].[NH4+]. (10) The reactants are [CH3:1][C:2]1[N:3]=[C:4]2[CH:12]=[CH:11][CH:10]=[C:9]3[N:5]2[C:6]=1[C:7]([S:13][CH2:14][CH2:15][CH2:16][CH2:17][NH:18][S:19]([C:22]([F:25])([F:24])[F:23])(=[O:21])=[O:20])=[N:8]3.[ClH:26]. The catalyst is CO. The product is [ClH:26].[CH3:1][C:2]1[N:3]=[C:4]2[CH:12]=[CH:11][CH:10]=[C:9]3[N:5]2[C:6]=1[C:7]([S:13][CH2:14][CH2:15][CH2:16][CH2:17][NH:18][S:19]([C:22]([F:25])([F:23])[F:24])(=[O:20])=[O:21])=[N:8]3. The yield is 0.799.